Predict the reaction yield, written as a fraction of the theoretical maximum amount of product (1.0 means a 100% yield; for example, 0.34 means a 34% yield). From a dataset of Reaction yield outcomes from USPTO patents with 853,638 reactions. (1) The catalyst is CN(C=O)C. The yield is 0.980. The product is [Cl:11][C:12]1[C:17]([N+:18]([O-:20])=[O:19])=[CH:16][CH:15]=[CH:14][C:13]=1[O:21][CH3:4]. The reactants are [N+]([C:4]1C=CC=CC=1O)([O-])=O.[Cl:11][C:12]1[C:17]([N+:18]([O-:20])=[O:19])=[CH:16][CH:15]=[CH:14][C:13]=1[OH:21].C(=O)([O-])[O-].[Cs+].[Cs+].CI. (2) The product is [C:28]1([CH:7]([C:1]2[CH:2]=[CH:3][CH:4]=[CH:5][CH:6]=2)[N:8]2[C:16]3[C:11](=[CH:12][CH:13]=[CH:14][CH:15]=3)[C:10]3([C:17]4[CH:22]=[C:21]([O:23][CH3:24])[C:20]([F:25])=[CH:19][C:18]=4[O:26][CH2:35]3)[C:9]2=[O:27])[CH:33]=[CH:32][CH:31]=[CH:30][CH:29]=1. The catalyst is O1CCCC1. The reactants are [C:1]1([CH:7]([C:28]2[CH:33]=[CH:32][CH:31]=[CH:30][CH:29]=2)[N:8]2[C:16]3[C:11](=[CH:12][CH:13]=[CH:14][CH:15]=3)[CH:10]([C:17]3[CH:22]=[C:21]([O:23][CH3:24])[C:20]([F:25])=[CH:19][C:18]=3[OH:26])[C:9]2=[O:27])[CH:6]=[CH:5][CH:4]=[CH:3][CH:2]=1.Cl[CH2:35]I.C(=O)([O-])[O-].[Cs+].[Cs+]. The yield is 0.430. (3) The reactants are [CH3:1][S:2][CH2:3][CH2:4][CH2:5][CH2:6][O:7][C:8]1[C:17]2[C:16]([NH2:18])=[N:15][S:14](=[O:20])(=[O:19])[NH:13][C:12]=2[CH:11]=[CH:10][CH:9]=1.C1C=C(Cl)C=C(C(OO)=[O:29])C=1. The catalyst is C(Cl)Cl.CC(O)=O. The product is [CH3:1][S:2]([CH2:3][CH2:4][CH2:5][CH2:6][O:7][C:8]1[C:17]2[C:16]([NH2:18])=[N:15][S:14](=[O:19])(=[O:20])[NH:13][C:12]=2[CH:11]=[CH:10][CH:9]=1)=[O:29]. The yield is 0.900. (4) The reactants are Br[CH:2]1[C:7](=O)[CH2:6][CH2:5][N:4]([C:9]([O:11][CH2:12][C:13]2[CH:18]=[CH:17][CH:16]=[CH:15][CH:14]=2)=[O:10])[CH2:3]1.[CH3:19][O:20][C:21]1[CH:29]=[CH:28][C:24]([C:25]([NH2:27])=[S:26])=[CH:23][CH:22]=1. The catalyst is C(O)C. The product is [CH2:12]([O:11][C:9]([N:4]1[CH2:5][CH2:6][C:7]2[N:27]=[C:25]([C:24]3[CH:28]=[CH:29][C:21]([O:20][CH3:19])=[CH:22][CH:23]=3)[S:26][C:2]=2[CH2:3]1)=[O:10])[C:13]1[CH:18]=[CH:17][CH:16]=[CH:15][CH:14]=1. The yield is 0.490. (5) The reactants are [C:1]([O:7][CH3:8])(=[O:6])[CH2:2][C:3]([CH3:5])=O.[Br:9][C:10]1[CH:17]=[CH:16][CH:15]=[CH:14][C:11]=1[CH:12]=O.[CH3:18][O:19][C:20](=[O:25])/[CH:21]=[C:22](\[NH2:24])/[CH3:23].CC(O)=O. The catalyst is CCO.CCOC(C)=O. The product is [Br:9][C:10]1[CH:17]=[CH:16][CH:15]=[CH:14][C:11]=1[CH:12]1[C:2]([C:1]([O:7][CH3:8])=[O:6])=[C:3]([CH3:5])[NH:24][C:22]([CH3:23])=[C:21]1[C:20]([O:19][CH3:18])=[O:25]. The yield is 0.200. (6) The reactants are [C:1]([O:5][C:6]([N:8]1[CH2:12][CH2:11][CH2:10][C@@H:9]1[CH2:13][OH:14])=[O:7])([CH3:4])([CH3:3])[CH3:2].[C:15]1([CH3:25])[CH:20]=[CH:19][C:18]([S:21](Cl)(=[O:23])=[O:22])=[CH:17][CH:16]=1. The catalyst is N1C=CC=CC=1. The product is [C:1]([O:5][C:6]([N:8]1[CH2:12][CH2:11][CH2:10][C@@H:9]1[CH2:13][O:14][S:21]([C:18]1[CH:19]=[CH:20][C:15]([CH3:25])=[CH:16][CH:17]=1)(=[O:23])=[O:22])=[O:7])([CH3:4])([CH3:3])[CH3:2]. The yield is 1.00. (7) The reactants are [C:1]([O:5][C:6]([N:8]1[CH2:13][CH2:12][NH:11][CH2:10][CH2:9]1)=[O:7])([CH3:4])([CH3:3])[CH3:2].Br[CH2:15][C:16]([C:18]1[CH:23]=[CH:22][C:21]([F:24])=[CH:20][CH:19]=1)=[O:17].[C:25](=[O:28])([O-])[O-].[K+].[K+]. The catalyst is CN(C=O)C. The product is [CH2:25]([O:28][C:19]1[CH:20]=[C:21]([F:24])[CH:22]=[CH:23][C:18]=1[C:16](=[O:17])[CH2:15][N:11]1[CH2:12][CH2:13][N:8]([C:6]([O:5][C:1]([CH3:4])([CH3:2])[CH3:3])=[O:7])[CH2:9][CH2:10]1)[C:18]1[CH:23]=[CH:22][CH:21]=[CH:20][CH:19]=1. The yield is 0.800.